From a dataset of Forward reaction prediction with 1.9M reactions from USPTO patents (1976-2016). Predict the product of the given reaction. Given the reactants Br[CH2:2][C:3]1[C:12]2[C:7](=[CH:8][CH:9]=[CH:10][CH:11]=2)[NH:6][C:5](=[O:13])[CH:4]=1.[Cl:14][C:15]1[CH:16]=[C:17]([CH:19]=[CH:20][C:21]=1[F:22])[NH2:18], predict the reaction product. The product is: [Cl:14][C:15]1[CH:16]=[C:17]([NH:18][CH2:2][C:3]2[C:12]3[C:7](=[CH:8][CH:9]=[CH:10][CH:11]=3)[NH:6][C:5](=[O:13])[CH:4]=2)[CH:19]=[CH:20][C:21]=1[F:22].